Dataset: Forward reaction prediction with 1.9M reactions from USPTO patents (1976-2016). Task: Predict the product of the given reaction. (1) Given the reactants [F:1][C:2]([F:8])([F:7])[CH:3]([CH3:6])[CH:4]=O.S(=O)(=O)(O)O.Cl.[NH2:15][C:16]1[CH:21]=[CH:20][C:19]([CH2:22][CH2:23][O:24][C:25]2[CH:30]=[CH:29][C:28]([CH2:31][C@H:32]([O:36][CH2:37][CH3:38])[C:33]([OH:35])=[O:34])=[CH:27][CH:26]=2)=[CH:18][CH:17]=1.[BH4-].[Na+], predict the reaction product. The product is: [CH2:37]([O:36][C@@H:32]([CH2:31][C:28]1[CH:29]=[CH:30][C:25]([O:24][CH2:23][CH2:22][C:19]2[CH:20]=[CH:21][C:16]([NH:15][CH2:4][CH:3]([CH3:6])[C:2]([F:8])([F:7])[F:1])=[CH:17][CH:18]=2)=[CH:26][CH:27]=1)[C:33]([OH:35])=[O:34])[CH3:38]. (2) Given the reactants [BH4-].[Na+].[F:3][C:4]1[CH:37]=[CH:36][C:7]([CH2:8][NH:9][C:10](=[O:35])[C:11]2[CH:16]=[CH:15][C:14]([S:17]([N:20]3[C:28]4[C:23](=[CH:24][CH:25]=[CH:26][CH:27]=4)[C:22]([CH:29]4[CH2:33][CH2:32][C:31](=[O:34])[CH2:30]4)=[CH:21]3)(=[O:19])=[O:18])=[CH:13][CH:12]=2)=[CH:6][CH:5]=1.O, predict the reaction product. The product is: [F:3][C:4]1[CH:5]=[CH:6][C:7]([CH2:8][NH:9][C:10](=[O:35])[C:11]2[CH:12]=[CH:13][C:14]([S:17]([N:20]3[C:28]4[C:23](=[CH:24][CH:25]=[CH:26][CH:27]=4)[C:22]([CH:29]4[CH2:33][CH2:32][CH:31]([OH:34])[CH2:30]4)=[CH:21]3)(=[O:18])=[O:19])=[CH:15][CH:16]=2)=[CH:36][CH:37]=1. (3) Given the reactants [N:1]1[CH:6]=[CH:5][C:4]([NH:7][CH2:8][CH:9]2[CH2:14][CH2:13][NH:12][CH2:11][CH:10]2[OH:15])=[CH:3][CH:2]=1.[CH3:16][C:17]1[CH:34]=[CH:33][C:20]([CH2:21][O:22][C:23](=O)[O:24]N2C(=O)CCC2=O)=[CH:19][CH:18]=1, predict the reaction product. The product is: [CH3:16][C:17]1[CH:34]=[CH:33][C:20]([CH2:21][O:22][C:23]([N:12]2[CH2:13][CH2:14][C@H:9]([CH2:8][NH:7][C:4]3[CH:3]=[CH:2][N:1]=[CH:6][CH:5]=3)[C@H:10]([OH:15])[CH2:11]2)=[O:24])=[CH:19][CH:18]=1. (4) Given the reactants [H-].[Na+].[Br:3][C:4]1[CH:5]=[C:6]2[C:10](=[CH:11][CH:12]=1)[C:9](=O)[CH2:8][CH2:7]2.CI.[CH3:16][OH:17].[C:18]1(C)C=CC=CC=1, predict the reaction product. The product is: [Br:3][C:4]1[CH:5]=[C:6]2[C:10](=[CH:11][CH:12]=1)[C:16](=[O:17])[C:8]([CH3:9])([CH3:18])[CH2:7]2. (5) Given the reactants [CH2:1]([O:4][N:5]([C@H:18]1[CH2:23][N:22]([C:24]([O:26][C:27]([CH3:30])([CH3:29])[CH3:28])=[O:25])[C@H:21]([CH2:31][OH:32])[C:20]([CH2:33][CH3:34])=[CH:19]1)[S:6]([C:9]1[CH:14]=[CH:13][CH:12]=[CH:11][C:10]=1[N+:15]([O-:17])=[O:16])(=[O:8])=[O:7])[CH:2]=[CH2:3].C([O:38]N([C@H]1CN(C(OC(C)(C)C)=O)[C@H](C(O)=O)C=C1C)S(C1C=CC=CC=1[N+]([O-])=O)(=O)=O)C=C, predict the reaction product. The product is: [CH2:1]([O:4][N:5]([C@H:18]1[CH2:23][N:22]([C:24]([O:26][C:27]([CH3:28])([CH3:29])[CH3:30])=[O:25])[C@H:21]([C:31]([OH:38])=[O:32])[C:20]([CH2:33][CH3:34])=[CH:19]1)[S:6]([C:9]1[CH:14]=[CH:13][CH:12]=[CH:11][C:10]=1[N+:15]([O-:17])=[O:16])(=[O:8])=[O:7])[CH:2]=[CH2:3]. (6) Given the reactants [NH2:1][C:2]1[CH:7]=[C:6]([N+:8]([O-:10])=[O:9])[CH:5]=[CH:4][C:3]=1[C:11]([N:13]1[CH2:18][CH2:17][N:16]([CH3:19])[CH2:15][CH2:14]1)=[O:12].[C:20]([O:23][C:24](=O)C)(=[O:22])C, predict the reaction product. The product is: [CH3:19][N:16]1[CH2:17][CH2:18][N:13]([C:11]([C:3]2[CH:4]=[CH:5][C:6]([N+:8]([O-:10])=[O:9])=[CH:7][C:2]=2[NH:1][C:20](=[O:22])[O:23][CH3:24])=[O:12])[CH2:14][CH2:15]1. (7) Given the reactants [C:1](OC(=O)C)(=[O:3])[CH3:2].[OH:8][C:9]1[CH:17]=[CH:16][C:12]([C:13]([OH:15])=[O:14])=[CH:11][C:10]=1[CH2:18][CH:19]=[C:20]([CH3:22])[CH3:21].O.Cl, predict the reaction product. The product is: [C:1]([O:8][C:9]1[CH:17]=[CH:16][C:12]([C:13]([OH:15])=[O:14])=[CH:11][C:10]=1[CH2:18][CH:19]=[C:20]([CH3:22])[CH3:21])(=[O:3])[CH3:2]. (8) Given the reactants [CH3:1][O:2][C:3](=[O:14])[CH2:4][C:5]1[C:13]2[C:8](=[CH:9][CH:10]=[CH:11][CH:12]=2)[NH:7][CH:6]=1.[H-].[Na+].[CH2:17](I)[CH2:18][CH3:19].Cl, predict the reaction product. The product is: [CH3:1][O:2][C:3](=[O:14])[CH2:4][C:5]1[C:13]2[C:8](=[CH:9][CH:10]=[CH:11][CH:12]=2)[N:7]([CH2:17][CH2:18][CH3:19])[CH:6]=1.